This data is from Reaction yield outcomes from USPTO patents with 853,638 reactions. The task is: Predict the reaction yield, written as a fraction of the theoretical maximum amount of product (1.0 means a 100% yield; for example, 0.34 means a 34% yield). (1) The reactants are [CH3:1][N:2]1[CH:6]2[CH2:7][CH2:8][CH2:9][CH:5]2[NH:4][C:3]1=[O:10].[H-].[Na+].Cl[C:14]1[N:15]=[N:16][C:17]([C:20]#[C:21][C:22]2[CH:27]=[CH:26][CH:25]=[CH:24][CH:23]=2)=[CH:18][CH:19]=1. The catalyst is CN(C=O)C. The product is [CH3:1][N:2]1[CH:6]2[CH2:7][CH2:8][CH2:9][CH:5]2[N:4]([C:14]2[N:15]=[N:16][C:17]([C:20]#[C:21][C:22]3[CH:23]=[CH:24][CH:25]=[CH:26][CH:27]=3)=[CH:18][CH:19]=2)[C:3]1=[O:10]. The yield is 0.480. (2) The reactants are [C:1]([C:3]1[CH:4]=[C:5]2[C:10](=[CH:11][CH:12]=1)[CH:9]([C:13]([O:15]CC)=O)[C:8](=O)[CH2:7][CH2:6]2)#[N:2].[NH:19]([C:21]1[CH:26]=[CH:25][CH:24]=[CH:23][N:22]=1)[NH2:20]. No catalyst specified. The product is [OH:15][C:13]1[N:19]([C:21]2[CH:26]=[CH:25][CH:24]=[CH:23][N:22]=2)[N:20]=[C:8]2[C:9]=1[C:10]1[CH:11]=[CH:12][C:3]([C:1]#[N:2])=[CH:4][C:5]=1[CH2:6][CH2:7]2. The yield is 0.160. (3) The reactants are [Si]([O:8][CH2:9][CH2:10][NH:11][S:12]([C:15]([C:17]1[CH:22]=[CH:21][CH:20]=[CH:19][CH:18]=1)=[CH2:16])(=[O:14])=[O:13])(C(C)(C)C)(C)C.[F-].C([N+](CCCC)(CCCC)CCCC)CCC.[NH4+].[Cl-]. The catalyst is O1CCCC1. The product is [C:17]1([CH:15]2[S:12](=[O:14])(=[O:13])[NH:11][CH2:10][CH2:9][O:8][CH2:16]2)[CH:22]=[CH:21][CH:20]=[CH:19][CH:18]=1. The yield is 0.840. (4) The reactants are [CH3:1][O:2][C:3]1[CH:8]=[C:7]([O:9][CH2:10][O:11][CH3:12])[CH:6]=[CH:5][C:4]=1[C:13]1[C:22]([CH2:23][O:24][C:25]([C:27]2[S:28][C:29]([CH3:32])=[CH:30][CH:31]=2)=[O:26])=[C:21]2[C:16]([NH:17][C:18]([CH3:35])([CH3:34])[C:19](=[O:33])[NH:20]2)=[CH:15][CH:14]=1.CI.[C:38](=O)([O-])[O-].[Cs+].[Cs+]. The catalyst is CN(C)C=O.C(OCC)(=O)C. The product is [CH3:1][O:2][C:3]1[CH:8]=[C:7]([O:9][CH2:10][O:11][CH3:12])[CH:6]=[CH:5][C:4]=1[C:13]1[C:22]([CH2:23][O:24][C:25]([C:27]2[S:28][C:29]([CH3:32])=[CH:30][CH:31]=2)=[O:26])=[C:21]2[C:16]([NH:17][C:18]([CH3:35])([CH3:34])[C:19](=[O:33])[N:20]2[CH3:38])=[CH:15][CH:14]=1. The yield is 0.850.